From a dataset of Reaction yield outcomes from USPTO patents with 853,638 reactions. Predict the reaction yield, written as a fraction of the theoretical maximum amount of product (1.0 means a 100% yield; for example, 0.34 means a 34% yield). (1) The reactants are Cl[C:2]1[N:7]=[C:6]([C:8]2[CH:13]=[CH:12][CH:11]=[CH:10][CH:9]=2)[N:5]=[C:4]([NH:14][CH:15]([CH3:17])[CH3:16])[N:3]=1.[CH3:18][C:19]1[CH:24]=[C:23]([NH2:25])[CH:22]=[CH:21][N:20]=1.[F-].[Cs+].CCN(C(C)C)C(C)C. The catalyst is CS(C)=O. The product is [CH:15]([NH:14][C:4]1[N:3]=[C:2]([NH:25][C:23]2[CH:22]=[CH:21][N:20]=[C:19]([CH3:18])[CH:24]=2)[N:7]=[C:6]([C:8]2[CH:13]=[CH:12][CH:11]=[CH:10][CH:9]=2)[N:5]=1)([CH3:17])[CH3:16]. The yield is 0.579. (2) The reactants are [CH2:1]([C@@H:8]1[CH2:12][O:11][C:10](=[O:13])[N:9]1[C:14](=[O:19])[CH2:15][CH2:16][CH:17]=[CH2:18])[C:2]1[CH:7]=[CH:6][CH:5]=[CH:4][CH:3]=1.[Li+].CC([N-]C(C)C)C.Br[CH2:29][C:30]1[C:35]([Cl:36])=[CH:34][C:33]([O:37][CH3:38])=[CH:32][C:31]=1[Cl:39]. The catalyst is C1COCC1.O.CCOCC. The product is [CH2:1]([C@@H:8]1[CH2:12][O:11][C:10](=[O:13])[N:9]1[C:14](=[O:19])[C@H:15]([CH2:29][C:30]1[C:31]([Cl:39])=[CH:32][C:33]([O:37][CH3:38])=[CH:34][C:35]=1[Cl:36])[CH2:16][CH:17]=[CH2:18])[C:2]1[CH:3]=[CH:4][CH:5]=[CH:6][CH:7]=1. The yield is 0.760.